From a dataset of Full USPTO retrosynthesis dataset with 1.9M reactions from patents (1976-2016). Predict the reactants needed to synthesize the given product. (1) Given the product [C:42]([C:41]([CH3:45])([CH3:44])[C:38]1[CH:37]=[C:36]([NH:35][C:3](=[O:5])[C:2]([CH3:1])([S:7]([CH2:10][CH2:11][CH2:12][C:13]([F:16])([F:15])[F:14])(=[O:9])=[O:8])[CH3:6])[O:40][N:39]=1)#[N:43], predict the reactants needed to synthesize it. The reactants are: [CH3:1][C:2]([S:7]([CH2:10][CH2:11][CH2:12][C:13]([F:16])([F:15])[F:14])(=[O:9])=[O:8])([CH3:6])[C:3]([OH:5])=O.S(Cl)(Cl)=O.CN(C=O)C.CCN(C(C)C)C(C)C.[NH2:35][C:36]1[O:40][N:39]=[C:38]([C:41]([CH3:45])([CH3:44])[C:42]#[N:43])[CH:37]=1. (2) Given the product [F:11][C:12]([F:24])([F:25])[C:13]1[CH:14]=[C:15]([CH:18]=[CH:19][C:20]=1[N+:21]([O-:23])=[O:22])[CH:16]=[O:17], predict the reactants needed to synthesize it. The reactants are: C(Cl)(=O)C(Cl)=O.CS(C)=O.[F:11][C:12]([F:25])([F:24])[C:13]1[CH:14]=[C:15]([CH:18]=[CH:19][C:20]=1[N+:21]([O-:23])=[O:22])[CH2:16][OH:17].C(N(CC)CC)C. (3) Given the product [C:36]([O:35][C:33]([C:9]1[CH:8]=[C:7]([C:6]2[C:2]([CH3:1])=[N:3][O:4][C:5]=2[CH3:40])[CH:19]=[C:18]2[C:10]=1[C:11]1[CH:12]=[C:13]([C:28]([OH:30])=[O:29])[CH:14]=[CH:15][C:16]=1[N:17]2[CH2:20][C:21]1[CH:22]=[CH:23][C:24]([F:27])=[CH:25][CH:26]=1)=[O:34])([CH3:39])([CH3:37])[CH3:38], predict the reactants needed to synthesize it. The reactants are: [CH3:1][C:2]1[C:6]([C:7]2[CH:8]=[C:9]([C:33]([O:35][C:36]([CH3:39])([CH3:38])[CH3:37])=[O:34])[C:10]3[C:11]4[CH:12]=[C:13]([C:28]([O:30]CC)=[O:29])[CH:14]=[CH:15][C:16]=4[N:17]([CH2:20][C:21]4[CH:26]=[CH:25][C:24]([F:27])=[CH:23][CH:22]=4)[C:18]=3[CH:19]=2)=[C:5]([CH3:40])[O:4][N:3]=1.C1COCC1.[OH-].[Na+].